From a dataset of Catalyst prediction with 721,799 reactions and 888 catalyst types from USPTO. Predict which catalyst facilitates the given reaction. (1) Reactant: [N:1]1[C:9]([NH:10][C@H:11]([C:13]2[N:14]([C:25]3[CH:30]=[CH:29][CH:28]=[CH:27][CH:26]=3)[C:15](=[O:24])[C:16]3[C:21]([CH:22]=2)=[CH:20][CH:19]=[CH:18][C:17]=3[CH3:23])[CH3:12])=[C:8]2[C:4]([NH:5]C=N2)=[N:3][CH:2]=1.Cl[C:32]1[C:33]2C(C#N)=CN[C:34]=2[N:35]=CN=1.CCN(CC)CC. Product: [CH3:23][C:17]1[CH:18]=[CH:19][CH:20]=[C:21]2[C:16]=1[C:15](=[O:24])[N:14]([C:25]1[CH:30]=[CH:29][CH:28]=[CH:27][CH:26]=1)[C:13]([C@@H:11]([NH:10][C:9]1[C:8]3[C:33]([C:34]#[N:35])=[CH:32][NH:5][C:4]=3[N:3]=[CH:2][N:1]=1)[CH3:12])=[CH:22]2. The catalyst class is: 114. (2) Reactant: [Br:1][C:2]1[CH:17]=[CH:16][C:5]2=[C:6]([C:14]#[N:15])[CH:7]=[C:8]3[C:13]([CH:12]=[N:11][CH:10]=[CH:9]3)=[C:4]2[CH:3]=1.C1C=C(Cl)C=C(C(OO)=[O:26])C=1.CCOCC. Product: [Br:1][C:2]1[CH:17]=[CH:16][C:5]2=[C:6]([C:14]#[N:15])[CH:7]=[C:8]3[C:13]([CH:12]=[N+:11]([O-:26])[CH:10]=[CH:9]3)=[C:4]2[CH:3]=1. The catalyst class is: 2. (3) Reactant: [C:1]([O:5][C:6]([N:8]1[CH2:17][CH2:16][C:11]2([CH2:15][NH:14][CH2:13][CH2:12]2)[CH2:10][CH2:9]1)=[O:7])([CH3:4])([CH3:3])[CH3:2].[CH2:18]([O:20][C:21]([C:23]1[C:32](=[O:33])[N:31]2[C:26]([C:27]([CH3:36])=[C:28](Cl)[C:29]([F:34])=[CH:30]2)=[C:25]([CH:37]2[CH2:39][CH2:38]2)[CH:24]=1)=[O:22])[CH3:19].C([O-])(O)=O.[Na+]. Product: [CH2:18]([O:20][C:21]([C:23]1[C:32](=[O:33])[N:31]2[C:26]([C:27]([CH3:36])=[C:28]([N:14]3[CH2:13][CH2:12][C:11]4([CH2:10][CH2:9][N:8]([C:6]([O:5][C:1]([CH3:4])([CH3:2])[CH3:3])=[O:7])[CH2:17][CH2:16]4)[CH2:15]3)[C:29]([F:34])=[CH:30]2)=[C:25]([CH:37]2[CH2:38][CH2:39]2)[CH:24]=1)=[O:22])[CH3:19]. The catalyst class is: 10. (4) Reactant: [Cl:1][CH2:2][CH2:3][C:4]1[CH:9]=[CH:8][C:7]([C:10]2[C:14]([C:15]([O:17]C)=[O:16])=[CH:13][O:12][N:11]=2)=[CH:6][CH:5]=1.O.[OH-].[Li+]. Product: [Cl:1][CH2:2][CH2:3][C:4]1[CH:5]=[CH:6][C:7]([C:10]2[C:14]([C:15]([OH:17])=[O:16])=[CH:13][O:12][N:11]=2)=[CH:8][CH:9]=1. The catalyst class is: 20. (5) Reactant: Br[C:2]1[N:7]=[CH:6][CH:5]=[CH:4][N:3]=1.C([Li])CCC.C1(C)C=CC=CC=1.[O:20]1[C:24]2[CH:25]=[CH:26][CH:27]=[CH:28][C:23]=2[CH:22]=[C:21]1[CH:29]=[N:30][S:31]([C:34]1[CH:44]=[CH:43][C:37]2[O:38][CH2:39][CH2:40][CH2:41][O:42][C:36]=2[CH:35]=1)(=[O:33])=[O:32]. Product: [O:20]1[C:24]2[CH:25]=[CH:26][CH:27]=[CH:28][C:23]=2[CH:22]=[C:21]1[CH:29]([C:2]1[N:7]=[CH:6][CH:5]=[CH:4][N:3]=1)[NH:30][S:31]([C:34]1[CH:44]=[CH:43][C:37]2[O:38][CH2:39][CH2:40][CH2:41][O:42][C:36]=2[CH:35]=1)(=[O:32])=[O:33]. The catalyst class is: 98. (6) Reactant: Br[C:2]1(Br)[C:10]2[C:5](=[N:6][CH:7]=[C:8]([C:19]([NH2:21])=[O:20])[C:9]=2[NH:11][C@H:12]2[CH2:17][CH2:16][CH2:15][CH2:14][C@H:13]2[CH3:18])[NH:4][C:3]1=[O:22]. Product: [CH3:18][C@@H:13]1[CH2:14][CH2:15][CH2:16][CH2:17][C@@H:12]1[NH:11][C:9]1[C:8]([C:19]([NH2:21])=[O:20])=[CH:7][N:6]=[C:5]2[NH:4][C:3](=[O:22])[CH2:2][C:10]=12. The catalyst class is: 565. (7) Reactant: [F:1][C:2]1[CH:19]=[CH:18][C:5]([CH2:6][O:7][C:8]([N:10]2[CH2:15][CH2:14][CH:13]([CH2:16][NH2:17])[CH2:12][CH2:11]2)=[O:9])=[CH:4][CH:3]=1.Cl[C:21]1[N:26]=[CH:25][C:24]([F:27])=[CH:23][N:22]=1.C(N(CC)CC)C. Product: [F:1][C:2]1[CH:19]=[CH:18][C:5]([CH2:6][O:7][C:8]([N:10]2[CH2:15][CH2:14][CH:13]([CH2:16][NH:17][C:21]3[N:26]=[CH:25][C:24]([F:27])=[CH:23][N:22]=3)[CH2:12][CH2:11]2)=[O:9])=[CH:4][CH:3]=1. The catalyst class is: 3. (8) Reactant: [CH3:1][C:2]1[CH:3]=[C:4]([OH:9])[CH:5]=[CH:6][C:7]=1[CH3:8].C([Mg]Cl)(C)C.[C:15]1([CH:21]([C:33]2[CH:38]=[CH:37][CH:36]=[CH:35][CH:34]=2)[N:22]2[C:30]3[C:25](=[CH:26][CH:27]=[CH:28][CH:29]=3)[C:24](=[O:31])[C:23]2=[O:32])[CH:20]=[CH:19][CH:18]=[CH:17][CH:16]=1. Product: [C:33]1([CH:21]([C:15]2[CH:20]=[CH:19][CH:18]=[CH:17][CH:16]=2)[N:22]2[C:30]3[C:25](=[CH:26][CH:27]=[CH:28][CH:29]=3)[C:24]([OH:31])([C:5]3[CH:6]=[C:7]([CH3:8])[C:2]([CH3:1])=[CH:3][C:4]=3[OH:9])[C:23]2=[O:32])[CH:34]=[CH:35][CH:36]=[CH:37][CH:38]=1. The catalyst class is: 7. (9) Reactant: [C:1]([NH:4][C:5]1[CH:10]=[C:9]([C:11]#[C:12][C:13]2[C:18]([NH:19]C(=O)C(F)(F)F)=[C:17]([CH3:26])[CH:16]=[CH:15][N:14]=2)[CH:8]=[CH:7][N:6]=1)(=[O:3])[CH3:2].Br[C:28]1[S:29][CH:30]=[C:31]([C:33]([F:36])([F:35])[F:34])[N:32]=1.C([O-])([O-])=O.[Cs+].[Cs+]. Product: [CH3:26][C:17]1[CH:16]=[CH:15][N:14]=[C:13]2[C:12]([C:28]3[S:29][CH:30]=[C:31]([C:33]([F:36])([F:35])[F:34])[N:32]=3)=[C:11]([C:9]3[CH:8]=[CH:7][N:6]=[C:5]([NH:4][C:1](=[O:3])[CH3:2])[CH:10]=3)[NH:19][C:18]=12. The catalyst class is: 3. (10) Reactant: C([O:4][C:5]1[CH:6]=[C:7]2[C:12](=[C:13]([Br:15])[CH:14]=1)[CH2:11][CH2:10][CH2:9][CH2:8]2)(=O)C.C[O-].[Na+]. Product: [Br:15][C:13]1[C:12]2[CH2:11][CH2:10][CH2:9][CH2:8][C:7]=2[CH:6]=[C:5]([OH:4])[CH:14]=1. The catalyst class is: 5.